From a dataset of Reaction yield outcomes from USPTO patents with 853,638 reactions. Predict the reaction yield, written as a fraction of the theoretical maximum amount of product (1.0 means a 100% yield; for example, 0.34 means a 34% yield). (1) The reactants are [CH3:1][O:2][C:3]1[CH:8]=[CH:7][C:6]([C:9]2[N:10]=[C:11]([CH:22]3[CH2:27][CH2:26][NH:25][CH2:24][CH2:23]3)[S:12][C:13]=2[C:14]2[CH:19]=[CH:18][C:17]([O:20][CH3:21])=[CH:16][CH:15]=2)=[CH:5][CH:4]=1.ClC(Cl)(O[C:32](=[O:38])OC(Cl)(Cl)Cl)Cl.C(N(CC)CC)C.Cl.[CH:48]([NH:51][OH:52])([CH3:50])[CH3:49]. The catalyst is O1CCCC1. The product is [CH3:1][O:2][C:3]1[CH:8]=[CH:7][C:6]([C:9]2[N:10]=[C:11]([CH:22]3[CH2:27][CH2:26][N:25]([C:32](=[O:38])[N:51]([OH:52])[CH:48]([CH3:50])[CH3:49])[CH2:24][CH2:23]3)[S:12][C:13]=2[C:14]2[CH:19]=[CH:18][C:17]([O:20][CH3:21])=[CH:16][CH:15]=2)=[CH:5][CH:4]=1. The yield is 0.570. (2) The reactants are [CH3:1][O:2][C:3]1[CH:4]=[C:5]2[C:9](=[CH:10][C:11]=1[O:12][CH3:13])[NH:8][C:7]([CH:14]=O)=[C:6]2[C:16]1[CH:21]=[CH:20][C:19]([O:22][CH3:23])=[CH:18][CH:17]=1.[ClH:24].CN.[BH3-][C:28]#[N:29].[Na+]. The catalyst is C(Cl)Cl.CO. The product is [ClH:24].[CH3:1][O:2][C:3]1[CH:4]=[C:5]2[C:9](=[CH:10][C:11]=1[O:12][CH3:13])[NH:8][C:7]([CH2:14][NH:29][CH3:28])=[C:6]2[C:16]1[CH:17]=[CH:18][C:19]([O:22][CH3:23])=[CH:20][CH:21]=1. The yield is 0.510.